From a dataset of Drug-target binding data from BindingDB using IC50 measurements. Regression. Given a target protein amino acid sequence and a drug SMILES string, predict the binding affinity score between them. We predict pIC50 (pIC50 = -log10(IC50 in M); higher means more potent). Dataset: bindingdb_ic50. (1) The drug is O=C(Cn1cccc(NC(=O)Nc2ccc(NC(=O)Nc3cccn(CC(=O)NCc4ccc(Cl)c(Cl)c4)c3=O)cc2)c1=O)NCc1ccc(Cl)c(Cl)c1. The target protein (P09812) has sequence MSRPLSDQDKRKQISVRGLAGVENVSDLKKNFNRHLHFTLVKDRNVATPRDYYFALAHTVRDHLVDRWIRTQQHYYAKDPKRIYYLSLELYMGRTLQNTMVNLALENACDEATYQLGLDMEELEEIEEDAGLGNGGLGRLAACFLDSMATLGLAAYGYGIRYEFGIFNQKICGGWQMEEADDWLRYGNPWEKARPEFTLPVHFYGRVEHTSQGAKWVDTQVVLAMPYDTPVPGYRNNVVNTMRLWSAKAPPYFNLKDFNVGGYIQAVLDRNLAENISRVLYPNDKFFEGKELRLKQEYFVVAATLQDIIRRFKSSKFGCRDPVRTNFDAFPDKVAIQLNDTHPSLAIPELIRILVDLERLDWDKAWDVTVKTCAYTNHTVLPEALERWPVHLMETLLPRHLQIIYEINQRFLNRVAAAFPGDVDRLRRMSLVEEGAVKRINMAHLCIAGSHAVNGVARIHSEILKKTIFKDFYELEPHKFQNKTNGITPRRWLVLCNPGL.... The pIC50 is 6.6. (2) The drug is COc1ccc(S(=O)(=O)N(Nc2ccccc2)C(=O)Oc2ccc(OCc3ccccc3)cc2)cc1. The target protein (Q9JM51) has sequence MPSPGLVMESGQVLPAFLLCSTLLVIKMYAVAVITGQMRLRKKAFANPEDALKRGGLQYYRSDPDVERCLRAHRNDMETIYPFLFLGFVYSFLGPNPLIAWIHFLVVLTGRVVHTVAYLGKLNPRLRSGAYVLAQFSCFSMALQILWEVAHHL. The pIC50 is 7.2. (3) The target protein (P27867) has sequence MAAPAKGENLSLVVHGPGDIRLENYPIPELGPNDVLLKMHSVGICGSDVHYWEHGRIGDFVVKKPMVLGHEAAGTVTKVGPMVKHLKPGDRVAIEPGVPREIDEFCKIGRYNLTPSIFFCATPPDDGNLCRFYKHSADFCYKLPDSVTFEEGALIEPLSVGIYACRRGSVSLGNKVLVCGAGPIGIVTLLVAKAMGASQVVVIDLSASRLAKAKEVGADFTIQVAKETPHDIAKKVESVLGSKPEVTIECTGAESSVQTGIYATHSGGTLVVVGMGPEMINLPLVHAAVREVDIKGVFRYCNTWPMAVSMLASKTLNVKPLVTHRFPLEKAVEAFETAKKGLGLKVMIKCDPNDQNP. The pIC50 is 7.6. The drug is C[C@H](O)c1nccc(N2[C@@H](C)CN(c3ccnc([C@@H](C)O)n3)C[C@H]2C)n1.